From a dataset of Forward reaction prediction with 1.9M reactions from USPTO patents (1976-2016). Predict the product of the given reaction. (1) Given the reactants [OH:1][C:2]1[CH:9]=[C:8]([O:10][CH3:11])[C:7]([C:12]2[S:13][CH:14]=[CH:15][CH:16]=2)=[CH:6][C:3]=1[CH:4]=[O:5].C(=O)([O-])[O-].[K+].[K+].[Si:23]([O:30][CH2:31][CH:32]([CH2:39][O:40][Si:41]([C:44]([CH3:47])([CH3:46])[CH3:45])([CH3:43])[CH3:42])[CH2:33]OS(C)(=O)=O)([C:26]([CH3:29])([CH3:28])[CH3:27])([CH3:25])[CH3:24], predict the reaction product. The product is: [Si:23]([O:30][CH2:31][CH:32]([CH2:39][O:40][Si:41]([C:44]([CH3:45])([CH3:47])[CH3:46])([CH3:42])[CH3:43])[CH2:33][O:1][C:2]1[CH:9]=[C:8]([O:10][CH3:11])[C:7]([C:12]2[S:13][CH:14]=[CH:15][CH:16]=2)=[CH:6][C:3]=1[CH:4]=[O:5])([C:26]([CH3:29])([CH3:28])[CH3:27])([CH3:25])[CH3:24]. (2) Given the reactants C(OC([N:7]1[C:13]2[CH:14]=[C:15]([O:20][CH3:21])[C:16]([O:18][CH3:19])=[CH:17][C:12]=2[C:11](=[O:22])[N:10]2[CH:23]=[C:24]([CH2:26][C:27]([O:29][CH3:30])=[O:28])[CH2:25][C@H:9]2[C@@H:8]1O)=O)C=C.C1(P(C2C=CC=CC=2)C2C=CC=CC=2)C=CC=CC=1.N1CCCC1.C(Cl)(Cl)Cl.CO, predict the reaction product. The product is: [CH3:19][O:18][C:16]1[C:15]([O:20][CH3:21])=[CH:14][C:13]2[N:7]=[CH:8][C@@H:9]3[CH2:25][CH:24]([CH2:26][C:27]([O:29][CH3:30])=[O:28])[CH2:23][N:10]3[C:11](=[O:22])[C:12]=2[CH:17]=1.